Dataset: Reaction yield outcomes from USPTO patents with 853,638 reactions. Task: Predict the reaction yield, written as a fraction of the theoretical maximum amount of product (1.0 means a 100% yield; for example, 0.34 means a 34% yield). (1) The reactants are [CH2:1]([C:4]1[CH:9]=[CH:8][C:7]([CH2:10]O)=[CH:6][CH:5]=1)[CH2:2][CH3:3].CS(Cl)(=O)=O.C(N(CC)CC)C.S([O-])([O-])(=O)=O.[Mg+2].[I-:30].[Na+]. The catalyst is ClCCl. The product is [I:30][CH2:10][C:7]1[CH:8]=[CH:9][C:4]([CH2:1][CH2:2][CH3:3])=[CH:5][CH:6]=1. The yield is 0.900. (2) The reactants are Cl.[Br:2][C:3]1[CH:8]=[CH:7][C:6]([NH:9][NH2:10])=[CH:5][CH:4]=1.[C:11]1(=O)[O:16][C:14](=[O:15])[C:13]2=[CH:17][CH:18]=[CH:19][CH:20]=[C:12]12. The catalyst is C(O)(=O)C. The product is [Br:2][C:3]1[CH:8]=[CH:7][C:6]([NH:9][N:10]2[C:14](=[O:15])[C:13]3[C:12](=[CH:20][CH:19]=[CH:18][CH:17]=3)[C:11]2=[O:16])=[CH:5][CH:4]=1. The yield is 0.840. (3) The reactants are [N+:1]([C:4]1[CH:5]=[C:6]([CH:10]=[CH:11][C:12]=1[O:13][C:14]([F:17])([F:16])[F:15])[C:7]([OH:9])=[O:8])([O-:3])=[O:2].[CH3:18]O. The catalyst is OS(O)(=O)=O. The product is [N+:1]([C:4]1[CH:5]=[C:6]([CH:10]=[CH:11][C:12]=1[O:13][C:14]([F:15])([F:16])[F:17])[C:7]([O:9][CH3:18])=[O:8])([O-:3])=[O:2]. The yield is 0.950. (4) The product is [CH3:38][O:39][C:32]1[N:31]=[N:30][C:29]([C:26]2[CH:27]=[CH:28][C:23]([C:20]3([C:17]4[N:13]5[CH2:14][CH2:15][S:16][C:10]([CH2:9][OH:8])([CH3:36])[CH2:11][C:12]5=[N:19][N:18]=4)[CH2:21][CH2:22]3)=[CH:24][CH:25]=2)=[CH:34][CH:33]=1. The reactants are [Si]([O:8][CH2:9][C:10]1([CH3:36])[S:16][CH2:15][CH2:14][N:13]2[C:17]([C:20]3([C:23]4[CH:28]=[CH:27][C:26]([C:29]5[N:30]=[N:31][C:32](Cl)=[CH:33][CH:34]=5)=[CH:25][CH:24]=4)[CH2:22][CH2:21]3)=[N:18][N:19]=[C:12]2[CH2:11]1)(C(C)(C)C)(C)C.Cl.[CH3:38][OH:39]. The yield is 0.470. No catalyst specified. (5) The product is [CH3:37][O:36][C:30]1[CH:31]=[CH:32][C:33]([CH3:35])=[CH:34][C:29]=1[NH:28][C:26]([NH:25][C:20]1[CH:21]=[C:22]2[C:17](=[CH:18][CH:19]=1)[CH2:16][NH:15][CH2:24][CH2:23]2)=[O:27]. The catalyst is ClCCl. The reactants are FC(F)(F)C(O)=O.C(OC([N:15]1[CH:24]=[CH:23][C:22]2[C:17](=[CH:18][CH:19]=[C:20]([NH:25][C:26]([NH:28][C:29]3[CH:34]=[C:33]([CH3:35])[CH:32]=[CH:31][C:30]=3[O:36][CH3:37])=[O:27])[CH:21]=2)[CH2:16]1)=O)(C)(C)C.C1(OC)C=CC=CC=1. The yield is 1.00.